From a dataset of Reaction yield outcomes from USPTO patents with 853,638 reactions. Predict the reaction yield, written as a fraction of the theoretical maximum amount of product (1.0 means a 100% yield; for example, 0.34 means a 34% yield). (1) The reactants are C1(P(C2C=CC=CC=2)C2C=CC=CC=2)C=CC=CC=1.N1C=CN=C1.[CH2:25]([CH:31]([CH2:34][CH2:35][CH2:36][CH2:37][CH2:38][CH2:39][CH2:40][CH3:41])[CH2:32]O)[CH2:26][CH2:27][CH2:28][CH2:29][CH3:30].[I:42]I. The catalyst is ClCCl. The product is [I:42][CH2:32][CH:31]([CH2:25][CH2:26][CH2:27][CH2:28][CH2:29][CH3:30])[CH2:34][CH2:35][CH2:36][CH2:37][CH2:38][CH2:39][CH2:40][CH3:41]. The yield is 0.820. (2) The reactants are C(=[N:14][C:15]1[CH:20]=[CH:19][C:18]([C:21]2([OH:28])[CH2:26][CH2:25][N:24]([CH3:27])[CH2:23][CH2:22]2)=[CH:17][CH:16]=1)(C1C=CC=CC=1)C1C=CC=CC=1.C([O-])(=O)C.[Na+].Cl.NO. The catalyst is CO. The product is [NH2:14][C:15]1[CH:20]=[CH:19][C:18]([C:21]2([OH:28])[CH2:22][CH2:23][N:24]([CH3:27])[CH2:25][CH2:26]2)=[CH:17][CH:16]=1. The yield is 0.460. (3) The reactants are [F:1][C:2]1[CH:3]=[C:4]([CH:23]=[CH:24][CH:25]=1)[CH2:5][O:6][C:7]1[CH:12]=[CH:11][C:10]([CH2:13][CH2:14][NH:15][CH2:16][C:17]([NH:19][CH3:20])=[O:18])=[CH:9][C:8]=1[O:21][CH3:22].[CH3:26][CH:27]([CH3:30])[CH:28]=O.[Cl:31]CCl.C(O)(=O)C. The catalyst is CO. The product is [ClH:31].[F:1][C:2]1[CH:3]=[C:4]([CH:23]=[CH:24][CH:25]=1)[CH2:5][O:6][C:7]1[CH:12]=[CH:11][C:10]([CH2:13][CH2:14][N:15]([CH2:26][CH:27]([CH3:30])[CH3:28])[CH2:16][C:17]([NH:19][CH3:20])=[O:18])=[CH:9][C:8]=1[O:21][CH3:22]. The yield is 0.770. (4) The reactants are F[C:2]1[CH:3]=[C:4]2[C:9](=[CH:10][C:11]=1[N+:12]([O-:14])=[O:13])[NH:8][C:7](=[O:15])[N:6]([NH:16][S:17]([CH3:20])(=[O:19])=[O:18])[C:5]2=[O:21].[NH2:22][C@H:23]([CH2:26][C:27]1[CH:32]=[CH:31][CH:30]=[CH:29][CH:28]=1)[CH2:24][OH:25]. No catalyst specified. The product is [OH:25][CH2:24][C@H:23]([NH:22][C:2]1[CH:3]=[C:4]2[C:9](=[CH:10][C:11]=1[N+:12]([O-:14])=[O:13])[NH:8][C:7](=[O:15])[N:6]([NH:16][S:17]([CH3:20])(=[O:19])=[O:18])[C:5]2=[O:21])[CH2:26][C:27]1[CH:28]=[CH:29][CH:30]=[CH:31][CH:32]=1. The yield is 0.650. (5) The reactants are CC(OC(/N=N/C(OC(C)C)=O)=O)C.[F:15][C:16]([F:40])([F:39])[C:17]1[N:21]2[N:22]=[C:23]([N:26]3[CH2:31][CH2:30][N:29]([C:32]4[CH:37]=[CH:36][C:35]([OH:38])=[CH:34][CH:33]=4)[CH2:28][CH2:27]3)[CH:24]=[CH:25][C:20]2=[N:19][N:18]=1.[CH3:41][N:42]1[C:46]([CH2:47][CH2:48]OC2C=CC(C3CCN(C4CCC5N(C(C(F)(F)F)=NN=5)N=4)CC3)=CC=2)=[CH:45][CH:44]=[N:43]1.C1(P(C2C=CC=CC=2)C2C=CC=CC=2)C=CC=CC=1. The catalyst is C1COCC1. The product is [CH3:41][N:42]1[C:46]([CH2:47][CH2:48][O:38][C:35]2[CH:36]=[CH:37][C:32]([N:29]3[CH2:28][CH2:27][N:26]([C:23]4[CH:24]=[CH:25][C:20]5[N:21]([C:17]([C:16]([F:15])([F:39])[F:40])=[N:18][N:19]=5)[N:22]=4)[CH2:31][CH2:30]3)=[CH:33][CH:34]=2)=[CH:45][CH:44]=[N:43]1. The yield is 0.693. (6) The reactants are [C:1]([O:5][C:6](=[O:17])[CH2:7]/[N:8]=[CH:9]/[CH2:10][C:11]([CH3:16])([CH3:15])[CH:12]([CH3:14])[CH3:13])([CH3:4])([CH3:3])[CH3:2].[Cl:18][C:19]1[C:20]([F:37])=[C:21](/[CH:25]=[C:26](/[C:29]2[CH:34]=[CH:33][C:32]([Cl:35])=[CH:31][C:30]=2[F:36])\[C:27]#[N:28])[CH:22]=[CH:23][CH:24]=1.C(N(CC)CC)C. The catalyst is ClCCl. The product is [C:1]([O:5][C:6]([CH:7]1[CH:25]([C:21]2[CH:22]=[CH:23][CH:24]=[C:19]([Cl:18])[C:20]=2[F:37])[C:26]([C:29]2[CH:34]=[CH:33][C:32]([Cl:35])=[CH:31][C:30]=2[F:36])([C:27]#[N:28])[CH:9]([CH2:10][C:11]([CH3:15])([CH3:16])[CH:12]([CH3:13])[CH3:14])[NH:8]1)=[O:17])([CH3:4])([CH3:3])[CH3:2]. The yield is 0.560. (7) The reactants are [CH2:1]([O:8][C@@H:9]1[C@@H:15]([O:16][CH2:17][C:18]2[CH:23]=[CH:22][CH:21]=[CH:20][CH:19]=2)[C@:14]2([C:25]3[CH:30]=[CH:29][C:28]([Cl:31])=[C:27]([CH2:32][C:33]4[CH:38]=[CH:37][C:36]([O:39][CH2:40][CH3:41])=[CH:35][CH:34]=4)[CH:26]=3)[O:24][C@@:11]([CH2:42][O:43][Si](C(C)(C)C)(C)C)([CH2:12][O:13]2)[C:10]1=[O:51])[C:2]1[CH:7]=[CH:6][CH:5]=[CH:4][CH:3]=1.[F-].C([N+](CCCC)(CCCC)CCCC)CCC. The catalyst is O1CCCC1. The product is [CH2:1]([O:8][C@@H:9]1[C@@H:15]([O:16][CH2:17][C:18]2[CH:19]=[CH:20][CH:21]=[CH:22][CH:23]=2)[C@:14]2([C:25]3[CH:30]=[CH:29][C:28]([Cl:31])=[C:27]([CH2:32][C:33]4[CH:34]=[CH:35][C:36]([O:39][CH2:40][CH3:41])=[CH:37][CH:38]=4)[CH:26]=3)[O:24][C@@:11]([CH2:42][OH:43])([CH2:12][O:13]2)[C:10]1=[O:51])[C:2]1[CH:7]=[CH:6][CH:5]=[CH:4][CH:3]=1. The yield is 1.00. (8) The catalyst is CN(C)C(=O)C. The reactants are [Br:1][C:2]1[C:3](=[O:17])[NH:4][C:5](=[O:16])[N:6](CCC2C=CC=CC=2)[N:7]=1.[Cl:18][C:19]1[CH:24]=[C:23]([CH2:25][CH2:26]I)[CH:22]=[CH:21][C:20]=1[F:28].C(I)CC1C=CC=CC=1.BrC1C(=O)NC(=O)N(CCC2C=CC(C)=CC=2)N=1. The yield is 0.600. The product is [Br:1][C:2]1[C:3](=[O:17])[NH:4][C:5](=[O:16])[N:6]([CH2:26][CH2:25][C:23]2[CH:22]=[CH:21][C:20]([F:28])=[C:19]([Cl:18])[CH:24]=2)[N:7]=1. (9) The reactants are [CH2:1]([C@@H:3]([C:10]1[CH:15]=[CH:14][CH:13]=[C:12]([O:16]CC2C=CC=CC=2)[CH:11]=1)[C@@H:4]([CH3:9])[CH2:5][N:6]([CH3:8])[CH3:7])[CH3:2].[ClH:24]. The catalyst is CO.[Pd]. The product is [ClH:24].[CH3:8][N:6]([CH3:7])[CH2:5][C@H:4]([CH3:9])[C@H:3]([C:10]1[CH:11]=[C:12]([OH:16])[CH:13]=[CH:14][CH:15]=1)[CH2:1][CH3:2]. The yield is 0.900. (10) The reactants are [NH2:1][C:2]1[CH:10]=[C:9]([O:11][CH3:12])[C:8]([O:13][CH3:14])=[CH:7][C:3]=1[C:4]([NH2:6])=[O:5].[CH3:15][N:16]([CH3:29])[C:17]1[C:26]2[C:21](=[CH:22][CH:23]=[CH:24][CH:25]=2)[C:20]([CH:27]=O)=[CH:19][CH:18]=1.COC1C=C(OC)C=C2C=1C(=O)NC(C1C=CC=CN=1)=N2. No catalyst specified. The product is [CH3:15][N:16]([CH3:29])[C:17]1[C:26]2[C:21](=[CH:22][CH:23]=[CH:24][CH:25]=2)[C:20]([C:27]2[NH:6][C:4](=[O:5])[C:3]3[C:2](=[CH:10][C:9]([O:11][CH3:12])=[C:8]([O:13][CH3:14])[CH:7]=3)[N:1]=2)=[CH:19][CH:18]=1. The yield is 0.560.